From a dataset of Forward reaction prediction with 1.9M reactions from USPTO patents (1976-2016). Predict the product of the given reaction. (1) Given the reactants C([O:3][C:4]([C:6]1[C:7]([C:11]2[CH:16]=[CH:15][CH:14]=[CH:13][N:12]=2)=[N:8][O:9][CH:10]=1)=[O:5])C.COC(=O)[C@@H](NC(C1C=NC(OCC2C(C3C=CC=CC=3)=NOC=2C)=CC=1)=O)CC1C=CC=CC=1, predict the reaction product. The product is: [N:12]1[CH:13]=[CH:14][CH:15]=[CH:16][C:11]=1[C:7]1[C:6]([C:4]([OH:5])=[O:3])=[CH:10][O:9][N:8]=1. (2) Given the reactants [NH2:1][C:2]1[CH:3]=[C:4]2[C:8]3=[C:9]([CH2:11][S:12][CH2:13][CH2:14][N:7]3[C@H:6]3[CH2:15][CH2:16][N:17](C(OC(C)(C)C)=O)[CH2:18][C@@H:5]23)[CH:10]=1.Br[C:27]1[CH:32]=[CH:31][C:30]([Cl:33])=[CH:29][C:28]=1[Cl:34].CC([O-])(C)C.[Na+], predict the reaction product. The product is: [Cl:33][C:30]1[CH:29]=[C:28]([Cl:34])[CH:27]=[CH:32][C:31]=1[NH:1][C:2]1[CH:3]=[C:4]2[C:8]3=[C:9]([CH2:11][S:12][CH2:13][CH2:14][N:7]3[C@H:6]3[CH2:15][CH2:16][NH:17][CH2:18][C@@H:5]23)[CH:10]=1. (3) Given the reactants [Cl:1][C:2]1[CH:25]=[CH:24][C:5]([CH2:6][N:7]2[C:15]3[C:10](=[CH:11][CH:12]=[C:13]([O:16][CH3:17])[CH:14]=3)[C:9]([C:18](=[O:22])[C:19]([OH:21])=O)=[C:8]2[CH3:23])=[CH:4][CH:3]=1.C(Cl)(=O)C(Cl)=O.C(N(CC)CC)C.[CH3:39][O:40][C:41]1[CH:46]=[C:45]([NH2:47])[CH:44]=[CH:43][N:42]=1, predict the reaction product. The product is: [Cl:1][C:2]1[CH:25]=[CH:24][C:5]([CH2:6][N:7]2[C:15]3[C:10](=[CH:11][CH:12]=[C:13]([O:16][CH3:17])[CH:14]=3)[C:9]([C:18](=[O:22])[C:19]([NH:47][C:45]3[CH:44]=[CH:43][N:42]=[C:41]([O:40][CH3:39])[CH:46]=3)=[O:21])=[C:8]2[CH3:23])=[CH:4][CH:3]=1. (4) Given the reactants [CH:1]1([O:7][C:8]2[CH:13]=[CH:12][C:11]([S:14]([CH2:17][CH3:18])(=[O:16])=[O:15])=[CH:10][C:9]=2[C:19]2[C:20]3[CH:29]=[C:28]([C:30]4[CH:31]=[N:32][N:33]([CH:35]5[CH2:40][CH2:39][N:38](C(OC(C)(C)C)=O)[CH2:37][CH2:36]5)[CH:34]=4)[NH:27][C:21]=3[C:22](=[O:26])[N:23]([CH3:25])[CH:24]=2)[CH2:6][CH2:5][CH2:4][CH2:3][CH2:2]1.FC(F)(F)C(O)=O, predict the reaction product. The product is: [CH:1]1([O:7][C:8]2[CH:13]=[CH:12][C:11]([S:14]([CH2:17][CH3:18])(=[O:15])=[O:16])=[CH:10][C:9]=2[C:19]2[C:20]3[CH:29]=[C:28]([C:30]4[CH:31]=[N:32][N:33]([CH:35]5[CH2:36][CH2:37][NH:38][CH2:39][CH2:40]5)[CH:34]=4)[NH:27][C:21]=3[C:22](=[O:26])[N:23]([CH3:25])[CH:24]=2)[CH2:2][CH2:3][CH2:4][CH2:5][CH2:6]1. (5) Given the reactants [Br:1][C:2]1[CH:7]=[C:6]([Cl:8])[C:5]([C:9]2[C:10](=[O:23])/[C:11](=[CH:16]/[C:17]3[CH:22]=[CH:21][CH:20]=[CH:19][N:18]=3)/[CH2:12][C:13]=2[O:14][CH3:15])=[C:4]([Cl:24])[CH:3]=1, predict the reaction product. The product is: [Br:1][C:2]1[CH:7]=[C:6]([Cl:8])[C:5]([C:9]2[C:10](=[O:23])[CH:11]([CH2:16][C:17]3[CH:22]=[CH:21][CH:20]=[CH:19][N:18]=3)[CH2:12][C:13]=2[O:14][CH3:15])=[C:4]([Cl:24])[CH:3]=1.